Dataset: Full USPTO retrosynthesis dataset with 1.9M reactions from patents (1976-2016). Task: Predict the reactants needed to synthesize the given product. (1) Given the product [C:19]([C:13]1[C:12]2[C:16](=[CH:17][CH:18]=[C:10]([CH2:9][CH:7]3[CH2:8][CH:6]3[C:4]([OH:5])=[O:3])[CH:11]=2)[NH:15][CH:14]=1)#[N:20], predict the reactants needed to synthesize it. The reactants are: C([O:3][C:4]([CH:6]1[CH2:8][CH:7]1[CH2:9][C:10]1[CH:11]=[C:12]2[C:16](=[CH:17][CH:18]=1)[NH:15][CH:14]=[C:13]2[C:19]#[N:20])=[O:5])C.O.[OH-].[Li+]. (2) Given the product [C:31]([NH:1][C:2]1[CH:3]=[C:4]([C:15]2[O:19][N:18]=[C:17]([C:20]3[CH:29]=[CH:28][C:23]([C:24]([O:26][CH3:27])=[O:25])=[C:22]([F:30])[CH:21]=3)[N:16]=2)[CH:5]=[CH:6][C:7]=1[N:8]1[CH2:13][CH2:12][CH2:11][CH2:10][CH:9]1[CH3:14])(=[O:34])[CH2:32][CH3:33], predict the reactants needed to synthesize it. The reactants are: [NH2:1][C:2]1[CH:3]=[C:4]([C:15]2[O:19][N:18]=[C:17]([C:20]3[CH:29]=[CH:28][C:23]([C:24]([O:26][CH3:27])=[O:25])=[C:22]([F:30])[CH:21]=3)[N:16]=2)[CH:5]=[CH:6][C:7]=1[N:8]1[CH2:13][CH2:12][CH2:11][CH2:10][CH:9]1[CH3:14].[C:31](Cl)(=[O:34])[CH2:32][CH3:33]. (3) Given the product [CH2:10]([O:12]/[C:13](/[CH2:14][CH3:15])=[C:7](/[C:2]1[CH:3]=[CH:4][CH:5]=[CH:6][N:1]=1)\[C:8]#[N:9])[CH3:11], predict the reactants needed to synthesize it. The reactants are: [N:1]1[CH:6]=[CH:5][CH:4]=[CH:3][C:2]=1[CH2:7][C:8]#[N:9].[CH2:10]([O:12][C:13](OCC)(OCC)[CH2:14][CH3:15])[CH3:11]. (4) Given the product [Cl:15][C:16]1[CH:21]=[CH:20][C:19]([C:2]2[CH:3]=[C:4]([NH2:14])[CH:5]=[N:6][C:7]=2[O:8][CH2:9][C:10]([F:13])([F:12])[F:11])=[CH:18][CH:17]=1, predict the reactants needed to synthesize it. The reactants are: Br[C:2]1[CH:3]=[C:4]([NH2:14])[CH:5]=[N:6][C:7]=1[O:8][CH2:9][C:10]([F:13])([F:12])[F:11].[Cl:15][C:16]1[CH:21]=[CH:20][C:19](B(O)O)=[CH:18][CH:17]=1.P([O-])([O-])([O-])=O.[K+].[K+].[K+]. (5) Given the product [F:1][C:2]1[CH:3]=[C:4]2[C:9](=[CH:10][C:11]=1[F:12])[N:8]([C:24]1([C:21]3[CH:22]=[CH:23][C:18]([C:17]([F:16])([F:28])[F:29])=[CH:19][CH:20]=3)[CH2:25][CH2:26]1)[CH:7]=[C:6]([C:13]#[N:14])[C:5]2=[O:15], predict the reactants needed to synthesize it. The reactants are: [F:1][C:2]1[CH:3]=[C:4]2[C:9](=[CH:10][C:11]=1[F:12])[NH:8][CH:7]=[C:6]([C:13]#[N:14])[C:5]2=[O:15].[F:16][C:17]([F:29])([F:28])[C:18]1[CH:23]=[CH:22][C:21]([C:24]2(Cl)[CH2:26][CH2:25]2)=[CH:20][CH:19]=1. (6) Given the product [C:2]1([C:23]2[CH:28]=[CH:27][CH:26]=[CH:25][CH:24]=2)[CH:22]=[CH:21][C:5]([CH2:6][C:7]2[CH:8]=[C:9]([C:18]([OH:20])=[O:19])[C:10](=[O:17])[N:11]3[C:16]=2[CH:15]=[CH:14][CH:13]=[CH:12]3)=[CH:4][CH:3]=1, predict the reactants needed to synthesize it. The reactants are: Cl[C:2]1[CH:22]=[CH:21][C:5]([CH2:6][C:7]2[CH:8]=[C:9]([C:18]([OH:20])=[O:19])[C:10](=[O:17])[N:11]3[C:16]=2[CH:15]=[CH:14][CH:13]=[CH:12]3)=[CH:4][CH:3]=1.[C:23]1(B(O)O)[CH:28]=[CH:27][CH:26]=[CH:25][CH:24]=1.C(=O)([O-])[O-].[Cs+].[Cs+].Cl.